Regression/Classification. Given a drug SMILES string, predict its absorption, distribution, metabolism, or excretion properties. Task type varies by dataset: regression for continuous measurements (e.g., permeability, clearance, half-life) or binary classification for categorical outcomes (e.g., BBB penetration, CYP inhibition). For this dataset (lipophilicity_astrazeneca), we predict Y. From a dataset of Experimental lipophilicity measurements (octanol/water distribution) for 4,200 compounds from AstraZeneca. The molecule is CCN1CCN(Cc2ccc(-c3cc4c(N[C@H](C)c5ccccc5)ncnc4[nH]3)cc2)CC1. The Y is 3.97 logD.